This data is from Forward reaction prediction with 1.9M reactions from USPTO patents (1976-2016). The task is: Predict the product of the given reaction. (1) Given the reactants [F:1][C:2]1[CH:3]=[C:4]([CH:34]=[CH:35][C:36]=1[OH:37])[C:5]([CH2:7][NH:8][C:9]1[CH:14]=[C:13]([O:15][CH3:16])[CH:12]=[CH:11][C:10]=1[C@@H:17]1[CH2:26][CH2:25][C:24]2[CH:23]=[C:22]([O:27]C(=O)C(C)(C)C)[CH:21]=[CH:20][C:19]=2[CH2:18]1)=O.Cl[CH2:39][C:40]([N:42]([CH2:45][CH3:46])[CH2:43][CH3:44])=O, predict the reaction product. The product is: [CH2:43]([N:42]([CH2:45][CH3:46])[CH2:40][CH2:39][O:37][C:36]1[CH:35]=[CH:34][C:4]([CH2:5][CH2:7][NH:8][C:9]2[CH:14]=[C:13]([O:15][CH3:16])[CH:12]=[CH:11][C:10]=2[C@@H:17]2[CH2:26][CH2:25][C:24]3[CH:23]=[C:22]([OH:27])[CH:21]=[CH:20][C:19]=3[CH2:18]2)=[CH:3][C:2]=1[F:1])[CH3:44]. (2) Given the reactants C[C@@H]([C@@H]1[C@@]2(C)[C@@H](O)C[C@@H]3[C@@]4(C)CC[C@@H](OC(C[N:29]([CH2:33]CCl)CCCl)=O)C[C@H]4C[C@@H](O)[C@H]3[C@@H]2CC1)CCC(O)=O.O=P(Cl)(Cl)Cl.[NH2:45][C:46]1[CH:51]=[CH:50][CH:49]=[CH:48][CH:47]=1.C(O[C:57]([NH:59][C@@H:60]([CH2:64][C:65]1[CH:70]=[C:69](F)[CH:68]=[C:67](F)[CH:66]=1)[C:61]([OH:63])=O)=[O:58])(C)(C)C.C[CH2:74][N:75](C(C)C)C(C)C.[CH3:82][C:83]1[CH:88]=[CH:87][CH:86]=[CH:85][C:84]=1[S:89]([N:92]=C=O)(=[O:91])=[O:90], predict the reaction product. The product is: [NH:45]1[C:46]2[CH:51]=[CH:50][CH:49]=[C:48]([N:29]([CH3:33])[C:61](=[O:63])[C@@H:60]([NH:59][C:57]([NH:92][S:89]([C:84]3[CH:85]=[CH:86][CH:87]=[CH:88][C:83]=3[CH3:82])(=[O:90])=[O:91])=[O:58])[CH2:64][C:65]3[CH:66]=[CH:67][CH:68]=[CH:69][CH:70]=3)[C:47]=2[N:75]=[CH:74]1. (3) Given the reactants [Cl:1][C:2]1[CH:7]=[CH:6][C:5](F)=[C:4]([N+:9]([O-:11])=[O:10])[CH:3]=1.[NH2:12][CH:13]1[CH2:20][C:16]2([CH2:19][O:18][CH2:17]2)[N:15]([C:21]([O:23][C:24]([CH3:27])([CH3:26])[CH3:25])=[O:22])[CH2:14]1.C(N(CC)CC)C, predict the reaction product. The product is: [Cl:1][C:2]1[CH:7]=[CH:6][C:5]([NH:12][CH:13]2[CH2:20][C:16]3([CH2:17][O:18][CH2:19]3)[N:15]([C:21]([O:23][C:24]([CH3:27])([CH3:26])[CH3:25])=[O:22])[CH2:14]2)=[C:4]([N+:9]([O-:11])=[O:10])[CH:3]=1. (4) Given the reactants [O:1]=[C:2]1[C:10]2[C:5](=[CH:6][CH:7]=[CH:8][CH:9]=2)[C:4](=[O:11])[N:3]1[CH2:12][CH2:13][CH2:14][C:15]1[CH:16]=[C:17]([CH:20]=[CH:21][CH:22]=1)[CH:18]=O.[Br-].[Cl:24][C:25]1[CH:26]=[C:27]([CH:48]=[CH:49][CH:50]=1)[CH2:28][P+](C1C=CC=CC=1)(C1C=CC=CC=1)C1C=CC=CC=1, predict the reaction product. The product is: [Cl:24][C:25]1[CH:26]=[C:27]([CH:48]=[CH:49][CH:50]=1)/[CH:28]=[CH:18]/[C:17]1[CH:16]=[C:15]([CH2:14][CH2:13][CH2:12][N:3]2[C:2](=[O:1])[C:10]3[C:9](=[CH:8][CH:7]=[CH:6][CH:5]=3)[C:4]2=[O:11])[CH:22]=[CH:21][CH:20]=1.[Cl:24][C:25]1[CH:26]=[C:27]([CH:48]=[CH:49][CH:50]=1)/[CH:28]=[CH:18]\[C:17]1[CH:16]=[C:15]([CH2:14][CH2:13][CH2:12][N:3]2[C:2](=[O:1])[C:10]3[C:9](=[CH:8][CH:7]=[CH:6][CH:5]=3)[C:4]2=[O:11])[CH:22]=[CH:21][CH:20]=1. (5) Given the reactants [CH:1]#[C:2][CH3:3].[F:4][C:5]1[CH:6]=[C:7](I)[C:8]([NH2:11])=[N:9][CH:10]=1.C(N(CC)CC)C, predict the reaction product. The product is: [F:4][C:5]1[CH:6]=[C:7]([C:1]#[C:2][CH3:3])[C:8]([NH2:11])=[N:9][CH:10]=1. (6) Given the reactants [Br:1][C:2]1[CH:7]=[CH:6][C:5]([OH:8])=[C:4]([CH2:9][CH2:10][OH:11])[CH:3]=1.CN(C=O)C.C(=O)([O-])[O-].[K+].[K+].Cl[C:24]([F:29])([F:28])C([O-])=O.[Na+], predict the reaction product. The product is: [Br:1][C:2]1[CH:7]=[CH:6][C:5]([O:8][CH:24]([F:29])[F:28])=[C:4]([CH2:9][CH2:10][OH:11])[CH:3]=1. (7) Given the reactants [H-].[Na+].[F:3][C:4]1[CH:9]=[CH:8][C:7]([C:10]2[CH:11]=[N:12][N:13]([CH3:17])[C:14]=2[CH:15]=O)=[CH:6][CH:5]=1.C(OP([CH2:26][C:27]([O:29]CC)=[O:28])(OCC)=O)C.Cl, predict the reaction product. The product is: [F:3][C:4]1[CH:9]=[CH:8][C:7]([C:10]2[CH:11]=[N:12][N:13]([CH3:17])[C:14]=2/[CH:15]=[CH:26]/[C:27]([OH:29])=[O:28])=[CH:6][CH:5]=1. (8) Given the reactants [CH:1]([NH:4][C:5](=[O:16])[NH:6][C:7]1[CH:8]=[C:9]([CH:13]=[CH:14][N:15]=1)C(O)=O)([CH3:3])[CH3:2].NC1C=C(C=CN=1)[C:21]([O:23]CC)=[O:22].NC1C=CC(C(OC)=O)=CN=1, predict the reaction product. The product is: [CH:1]([NH:4][C:5](=[O:16])[NH:6][C:7]1[CH:8]=[CH:9][C:13]([C:21]([OH:23])=[O:22])=[CH:14][N:15]=1)([CH3:2])[CH3:3].